This data is from Full USPTO retrosynthesis dataset with 1.9M reactions from patents (1976-2016). The task is: Predict the reactants needed to synthesize the given product. Given the product [Cl:1][C:2]1[N:7]2[C:8]([C:13](=[O:14])[C:12]([Cl:17])([Cl:16])[Cl:11])=[CH:9][N:10]=[C:6]2[CH:5]=[CH:4][CH:3]=1, predict the reactants needed to synthesize it. The reactants are: [Cl:1][C:2]1[N:7]2[CH:8]=[CH:9][N:10]=[C:6]2[CH:5]=[CH:4][CH:3]=1.[Cl:11][C:12]([Cl:17])([Cl:16])[C:13](Cl)=[O:14].